From a dataset of Full USPTO retrosynthesis dataset with 1.9M reactions from patents (1976-2016). Predict the reactants needed to synthesize the given product. (1) Given the product [F:16][C:17]1[CH:22]=[C:21]([F:23])[CH:20]=[CH:19][C:18]=1[C:24]1[CH:25]=[C:26]([N:30]2[CH2:31][CH2:32][N:33]([C:8]([NH:7][C:3]3[N:2]=[N:1][CH:6]=[CH:5][CH:4]=3)=[O:15])[CH2:34][CH2:35]2)[CH:27]=[N:28][CH:29]=1, predict the reactants needed to synthesize it. The reactants are: [N:1]1[CH:6]=[CH:5][CH:4]=[C:3]([NH:7][C:8](=[O:15])OCC(Cl)(Cl)Cl)[N:2]=1.[F:16][C:17]1[CH:22]=[C:21]([F:23])[CH:20]=[CH:19][C:18]=1[C:24]1[CH:25]=[C:26]([N:30]2[CH2:35][CH2:34][NH:33][CH2:32][CH2:31]2)[CH:27]=[N:28][CH:29]=1. (2) The reactants are: [CH3:1][O:2][C:3]1[C:8]([C:9]2[NH:10][C:11]3[C:16]([C:17]=2[CH:18]2[CH2:23][CH2:22][NH:21][CH2:20][CH2:19]2)=[CH:15][CH:14]=[CH:13][CH:12]=3)=[CH:7][CH:6]=[CH:5][N:4]=1.C(N(C(C)C)CC)(C)C.[CH2:33](Br)[C:34]1[CH:39]=[CH:38][CH:37]=[CH:36][CH:35]=1.C(OCC)(=O)C. Given the product [CH2:33]([N:21]1[CH2:22][CH2:23][CH:18]([C:17]2[C:16]3[C:11](=[CH:12][CH:13]=[CH:14][CH:15]=3)[NH:10][C:9]=2[C:8]2[C:3]([O:2][CH3:1])=[N:4][CH:5]=[CH:6][CH:7]=2)[CH2:19][CH2:20]1)[C:34]1[CH:39]=[CH:38][CH:37]=[CH:36][CH:35]=1, predict the reactants needed to synthesize it. (3) Given the product [NH2:19][C:20]1[CH:25]=[CH:24][C:23]([CH:26]2[CH2:27][CH2:28][CH:29]([N:32]3[CH2:33][CH:34]([NH:36][C:46]([CH2:45][NH:44][C:42](=[O:43])[C:41]4[CH:49]=[CH:50][CH:51]=[C:39]([C:38]([F:53])([F:37])[F:52])[CH:40]=4)=[O:47])[CH2:35]3)[CH2:30][CH2:31]2)=[CH:22][CH:21]=1, predict the reactants needed to synthesize it. The reactants are: CCN=C=NCCCN(C)C.OC(C(F)(F)F)=O.[NH2:19][C:20]1[CH:25]=[CH:24][C:23]([CH:26]2[CH2:31][CH2:30][CH:29]([N:32]3[CH2:35][CH:34]([NH2:36])[CH2:33]3)[CH2:28][CH2:27]2)=[CH:22][CH:21]=1.[F:37][C:38]([F:53])([F:52])[C:39]1[CH:40]=[C:41]([CH:49]=[CH:50][CH:51]=1)[C:42]([NH:44][CH2:45][C:46](O)=[O:47])=[O:43]. (4) The reactants are: [C:1]([O:5][C:6](=[O:30])[N:7]([C:20]1[C:21]2[N:22]([N:27]=[CH:28][N:29]=2)[C:23](Br)=[CH:24][N:25]=1)[C:8]1[CH:13]=[CH:12][C:11]([N:14]2[CH2:19][CH2:18][O:17][CH2:16][CH2:15]2)=[CH:10][CH:9]=1)([CH3:4])([CH3:3])[CH3:2].C([Mg]Cl)(C)C.[CH2:36]([Sn:40](Cl)([CH2:45][CH2:46][CH2:47][CH3:48])[CH2:41][CH2:42][CH2:43][CH3:44])[CH2:37][CH2:38][CH3:39]. Given the product [C:1]([O:5][C:6](=[O:30])[N:7]([C:8]1[CH:13]=[CH:12][C:11]([N:14]2[CH2:19][CH2:18][O:17][CH2:16][CH2:15]2)=[CH:10][CH:9]=1)[C:20]1[C:21]2[N:22]([N:27]=[CH:28][N:29]=2)[C:23]([Sn:40]([CH2:41][CH2:42][CH2:43][CH3:44])([CH2:45][CH2:46][CH2:47][CH3:48])[CH2:36][CH2:37][CH2:38][CH3:39])=[CH:24][N:25]=1)([CH3:4])([CH3:3])[CH3:2], predict the reactants needed to synthesize it.